Predict the product of the given reaction. From a dataset of Forward reaction prediction with 1.9M reactions from USPTO patents (1976-2016). Given the reactants [C:13]1(PCCCCP[C:13]2[CH:18]=[CH:17][CH:16]=[CH:15][CH:14]=2)[CH:18]=[CH:17][CH:16]=[CH:15][CH:14]=1.C([CH:26]1[C:35]2[C:34](Cl)=[N:33][C:32]([CH3:37])=[N:31][C:30]=2[CH2:29][NH:28][CH2:27]1)C1C=CC=CC=1.[C:38]1(B(O)O)[CH:43]=[CH:42][CH:41]=[CH:40][CH:39]=1.[C:47](=O)([O-])[O-].[Na+].[Na+], predict the reaction product. The product is: [CH2:47]([N:28]1[CH2:27][CH2:26][C:35]2[C:34]([C:13]3[CH:14]=[CH:15][CH:16]=[CH:17][CH:18]=3)=[N:33][C:32]([CH3:37])=[N:31][C:30]=2[CH2:29]1)[C:38]1[CH:43]=[CH:42][CH:41]=[CH:40][CH:39]=1.